From a dataset of Peptide-MHC class II binding affinity with 134,281 pairs from IEDB. Regression. Given a peptide amino acid sequence and an MHC pseudo amino acid sequence, predict their binding affinity value. This is MHC class II binding data. (1) The peptide sequence is MTETLLVQNANPDCKSIL. The MHC is DRB4_0101 with pseudo-sequence DRB4_0103. The binding affinity (normalized) is 0.354. (2) The MHC is DRB1_0101 with pseudo-sequence DRB1_0101. The binding affinity (normalized) is 0.170. The peptide sequence is GMFTNRSGSQ. (3) The peptide sequence is SGHVIPACKNLSPSA. The MHC is HLA-DPA10201-DPB10501 with pseudo-sequence HLA-DPA10201-DPB10501. The binding affinity (normalized) is 0. (4) The peptide sequence is RPGPSRGVQGFIFFF. The MHC is DRB4_0103 with pseudo-sequence DRB4_0103. The binding affinity (normalized) is 0.478. (5) The peptide sequence is VIPAGELQVIEKVDA. The MHC is HLA-DPA10201-DPB10501 with pseudo-sequence HLA-DPA10201-DPB10501. The binding affinity (normalized) is 0.306. (6) The peptide sequence is NGILKKLSSIKSKSR. The binding affinity (normalized) is 0.0967. The MHC is HLA-DQA10501-DQB10201 with pseudo-sequence HLA-DQA10501-DQB10201. (7) The peptide sequence is QFRRVKCKYPEGTKV. The MHC is HLA-DQA10401-DQB10402 with pseudo-sequence HLA-DQA10401-DQB10402. The binding affinity (normalized) is 0.